This data is from Reaction yield outcomes from USPTO patents with 853,638 reactions. The task is: Predict the reaction yield, written as a fraction of the theoretical maximum amount of product (1.0 means a 100% yield; for example, 0.34 means a 34% yield). (1) The reactants are [F:1][C:2]([F:18])([F:17])[CH2:3][O:4][CH2:5][CH2:6][O:7][C:8]1[N:13]=[CH:12][C:11]([C:14]([OH:16])=O)=[CH:10][CH:9]=1.C(N1C=CN=C1)(N1C=CN=C1)=O.[NH2:31][C:32]1[N:37]=[C:36]([N:38]([CH3:45])[C:39]2[CH:44]=[CH:43][CH:42]=[CH:41][CH:40]=2)[N:35]=[C:34]([C:46](=[NH:49])[NH:47]O)[N:33]=1.NC1N=C(N(C)C2C=CC=C(C)C=2)N=C(C(NO)=N)N=1. The catalyst is N1C=CC=CC=1. The product is [CH3:45][N:38]([C:39]1[CH:44]=[CH:43][CH:42]=[CH:41][CH:40]=1)[C:36]1[N:37]=[C:32]([NH2:31])[N:33]=[C:34]([C:46]2[N:47]=[C:14]([C:11]3[CH:12]=[N:13][C:8]([O:7][CH2:6][CH2:5][O:4][CH2:3][C:2]([F:1])([F:18])[F:17])=[CH:9][CH:10]=3)[O:16][N:49]=2)[N:35]=1. The yield is 0.610. (2) The reactants are Br[CH2:2][C:3]1[CH:13]=[CH:12][C:11]([O:14][CH3:15])=[CH:10][C:4]=1[C:5]([O:7]CC)=O.[NH2:16][C:17]1[CH:26]=[CH:25][C:20]2[NH:21][C:22](=[O:24])[NH:23][C:19]=2[CH:18]=1.C(N(CC)C(C)C)(C)C. The catalyst is C(O)C. The product is [CH3:15][O:14][C:11]1[CH:10]=[C:4]2[C:3]([CH2:2][N:16]([C:17]3[CH:26]=[CH:25][C:20]4[NH:21][C:22](=[O:24])[NH:23][C:19]=4[CH:18]=3)[C:5]2=[O:7])=[CH:13][CH:12]=1. The yield is 0.380. (3) The reactants are C([O:4][C@H:5]1[CH2:21][C@@H:20]2[C@@:8]([CH3:32])([CH:9]3[CH:17]([CH2:18][CH2:19]2)[CH:16]2[C@@:12]([CH3:31])([C:13]([N:22]4[C:26]5[CH:27]=[CH:28][CH:29]=[CH:30][C:25]=5[N:24]=[CH:23]4)=[CH:14][CH2:15]2)[CH2:11][CH2:10]3)[CH2:7][CH2:6]1)(=O)C.[OH-].[K+]. The catalyst is CO. The product is [N:22]1([C:13]2[C@:12]3([CH3:31])[CH:16]([CH:17]4[CH:9]([CH2:10][CH2:11]3)[C@:8]3([CH3:32])[C@@H:20]([CH2:21][C@H:5]([OH:4])[CH2:6][CH2:7]3)[CH2:19][CH2:18]4)[CH2:15][CH:14]=2)[C:26]2[CH:27]=[CH:28][CH:29]=[CH:30][C:25]=2[N:24]=[CH:23]1. The yield is 0.630. (4) The reactants are Br[C:2]1[CH:7]=[C:6]([N+:8]([O-:10])=[O:9])[C:5]([NH:11][C:12](=[O:14])[CH3:13])=[C:4]([O:15][CH3:16])[CH:3]=1.[NH:17]1[CH2:22][CH2:21][O:20][CH2:19][CH2:18]1.C1C=CC(P(C2C(C3C(P(C4C=CC=CC=4)C4C=CC=CC=4)=CC=C4C=3C=CC=C4)=C3C(C=CC=C3)=CC=2)C2C=CC=CC=2)=CC=1.CC([O-])(C)C.[K+]. The catalyst is O1CCOCC1. The product is [CH3:16][O:15][C:4]1[CH:3]=[C:2]([N:17]2[CH2:22][CH2:21][O:20][CH2:19][CH2:18]2)[CH:7]=[C:6]([N+:8]([O-:10])=[O:9])[C:5]=1[NH:11][C:12](=[O:14])[CH3:13]. The yield is 0.350. (5) The reactants are [F:1][C:2]([F:15])([F:14])[S:3]([O:6]S(C(F)(F)F)(=O)=O)(=[O:5])=[O:4].[C:16](=O)(OC)OC. No catalyst specified. The product is [F:1][C:2]([F:15])([F:14])[S:3]([O:6][CH3:16])(=[O:5])=[O:4]. The yield is 0.991. (6) The reactants are O=[C:2]1[C:11]2[C:6](=[CH:7][CH:8]=[CH:9][CH:10]=2)[O:5][CH2:4][C:3]1=[CH:12][C:13]1[CH:22]=[CH:21][C:16]([C:17]([O:19][CH3:20])=[O:18])=[CH:15][CH:14]=1. The catalyst is CO.CC(N(C)C)=O.[Pd]. The product is [O:5]1[C:6]2[C:11](=[CH:10][CH:9]=[CH:8][CH:7]=2)[CH2:2][CH:3]([CH2:12][C:13]2[CH:14]=[CH:15][C:16]([C:17]([O:19][CH3:20])=[O:18])=[CH:21][CH:22]=2)[CH2:4]1. The yield is 0.590. (7) The reactants are Cl.[C:2](=[NH:7])([O:4][CH2:5][CH3:6])[CH3:3].C(N(CC)CC)C.[CH:15]1[C:24]2[C:19](=[CH:20][CH:21]=[CH:22][CH:23]=2)[CH:18]=[CH:17][C:16]=1[C:25](Cl)=[O:26]. The catalyst is C1(C)C=CC=CC=1. The product is [CH2:5]([O:4][C:2](=[N:7][C:25]([C:16]1[CH:17]=[CH:18][C:19]2[C:24](=[CH:23][CH:22]=[CH:21][CH:20]=2)[CH:15]=1)=[O:26])[CH3:3])[CH3:6]. The yield is 0.860. (8) The catalyst is P(=O)(O)(O)O. The product is [Br:1][C:2]1[C:3]2[CH2:14][CH2:15][CH:16]([C:17]3[CH:18]=[CH:19][CH:20]=[CH:21][CH:22]=3)[NH:13][C:4]=2[C:5]2[N:9]=[C:8]([CH3:10])[N:7]([CH3:11])[C:6]=2[CH:12]=1. The reactants are [Br:1][C:2]1[C:3]([CH2:14][CH:15]=[CH:16][C:17]2[CH:22]=[CH:21][CH:20]=[CH:19][CH:18]=2)=[C:4]([NH2:13])[C:5]2[N:9]=[C:8]([CH3:10])[N:7]([CH3:11])[C:6]=2[CH:12]=1.[OH-].[Na+]. The yield is 0.840. (9) The reactants are [CH:1]1([N:6]([CH2:14][C:15]2[CH:20]=[CH:19][CH:18]=[C:17]([O:21][CH2:22][CH:23]3[CH2:25][O:24]3)[CH:16]=2)[C:7](=[O:13])[O:8][C:9]([CH3:12])([CH3:11])[CH3:10])[CH2:5][CH2:4][CH2:3][CH2:2]1.[CH2:26]1[C:34]2[C:29](=[CH:30][CH:31]=[CH:32][CH:33]=2)[CH2:28][NH:27]1. The catalyst is CCO. The product is [CH:1]1([N:6]([CH2:14][C:15]2[CH:20]=[CH:19][CH:18]=[C:17]([O:21][CH2:22][CH:23]([OH:24])[CH2:25][N:27]3[CH2:28][C:29]4[C:34](=[CH:33][CH:32]=[CH:31][CH:30]=4)[CH2:26]3)[CH:16]=2)[C:7](=[O:13])[O:8][C:9]([CH3:11])([CH3:10])[CH3:12])[CH2:2][CH2:3][CH2:4][CH2:5]1. The yield is 0.550. (10) The reactants are [CH2:1]([N:3]1[N:7]=[C:6]([CH:8]2[CH2:13][CH2:12][N:11]([C:14]3[CH:19]=[CH:18][C:17](/[N:20]=[CH:21]/[C:22]4[O:23][C:24]([N+:27]([O-:29])=[O:28])=[CH:25][CH:26]=4)=[CH:16][CH:15]=3)[CH2:10][CH2:9]2)[O:5][C:4]1=[O:30])[CH3:2].C([BH3-])#N.[Na+].C(=O)(O)[O-].[Na+]. The catalyst is CC(O)=O.CO. The product is [CH2:1]([N:3]1[N:7]=[C:6]([CH:8]2[CH2:9][CH2:10][N:11]([C:14]3[CH:15]=[CH:16][C:17]([NH:20][CH2:21][C:22]4[O:23][C:24]([N+:27]([O-:29])=[O:28])=[CH:25][CH:26]=4)=[CH:18][CH:19]=3)[CH2:12][CH2:13]2)[O:5][C:4]1=[O:30])[CH3:2]. The yield is 0.870.